Task: Predict which catalyst facilitates the given reaction.. Dataset: Catalyst prediction with 721,799 reactions and 888 catalyst types from USPTO (1) Reactant: [OH:1][CH:2]1[CH2:7][CH2:6][O:5][C:3]1=[O:4].[C:8](Cl)(=[O:10])[CH3:9].C([O-])([O-])=O.[K+].[K+]. Product: [C:8]([O:1][CH:2]1[CH2:7][CH2:6][O:5][C:3]1=[O:4])(=[O:10])[CH3:9]. The catalyst class is: 79. (2) Reactant: FC(F)(F)C(O)=O.C(OC([N:15]1[CH2:20][CH2:19][CH:18]([O:21][C:22]2[N:27]=[CH:26][C:25]([C:28]3[CH:33]=[CH:32][C:31]([C:34]#[N:35])=[CH:30][CH:29]=3)=[CH:24][N:23]=2)[CH2:17][CH2:16]1)=O)(C)(C)C. Product: [NH:15]1[CH2:16][CH2:17][CH:18]([O:21][C:22]2[N:23]=[CH:24][C:25]([C:28]3[CH:33]=[CH:32][C:31]([C:34]#[N:35])=[CH:30][CH:29]=3)=[CH:26][N:27]=2)[CH2:19][CH2:20]1. The catalyst class is: 2. (3) Reactant: Cl.[C:2]1([CH3:10])[CH:7]=[CH:6][CH:5]=[CH:4][C:3]=1[NH:8][NH2:9].C(Cl)(Cl)(Cl)Cl.C(O[C:19](=[N:21][C:22]([C:24]1[CH:33]=[CH:32][C:31]2[C:26](=[CH:27][CH:28]=[CH:29][CH:30]=2)[CH:25]=1)=O)[CH3:20])C. Product: [CH3:10][C:2]1[CH:7]=[CH:6][CH:5]=[CH:4][C:3]=1[N:8]1[C:22]([C:24]2[CH:33]=[CH:32][C:31]3[C:26](=[CH:27][CH:28]=[CH:29][CH:30]=3)[CH:25]=2)=[N:21][C:19]([CH3:20])=[N:9]1. The catalyst class is: 6. (4) Reactant: [CH2:1]([NH2:3])[CH3:2].[Cl:4][C:5]1[N:6]=[C:7](Cl)[C:8]2[CH2:14][O:13][CH2:12][CH:11]([C:15]3[CH:20]=[C:19]([F:21])[CH:18]=[C:17]([F:22])[CH:16]=3)[C:9]=2[N:10]=1.CCN(C(C)C)C(C)C. Product: [Cl:4][C:5]1[N:6]=[C:7]([NH:3][CH2:1][CH3:2])[C:8]2[CH2:14][O:13][CH2:12][CH:11]([C:15]3[CH:20]=[C:19]([F:21])[CH:18]=[C:17]([F:22])[CH:16]=3)[C:9]=2[N:10]=1. The catalyst class is: 1. (5) Reactant: [F:1][C:2]([F:25])([F:24])[C:3]1[CH:8]=[CH:7][C:6]([C:9]2[O:13][C:12]([C:14]3[CH:23]=[CH:22][C:17]([C:18]([O:20]C)=[O:19])=[CH:16][CH:15]=3)=[N:11][N:10]=2)=[CH:5][CH:4]=1.[OH-].[Na+].Cl. Product: [F:25][C:2]([F:1])([F:24])[C:3]1[CH:8]=[CH:7][C:6]([C:9]2[O:13][C:12]([C:14]3[CH:23]=[CH:22][C:17]([C:18]([OH:20])=[O:19])=[CH:16][CH:15]=3)=[N:11][N:10]=2)=[CH:5][CH:4]=1. The catalyst class is: 7.